This data is from Reaction yield outcomes from USPTO patents with 853,638 reactions. The task is: Predict the reaction yield, written as a fraction of the theoretical maximum amount of product (1.0 means a 100% yield; for example, 0.34 means a 34% yield). The reactants are [O:1]=[C:2]1[CH:11]=[C:10]([O:12][C:13]2[CH:20]=[CH:19][C:16]([C:17]#[N:18])=[CH:15][CH:14]=2)[C:9]2[C:4](=[CH:5][CH:6]=[CH:7][CH:8]=2)[NH:3]1.[S].[CH2:22](N)[CH2:23][NH2:24]. The catalyst is O. The product is [NH:18]1[CH2:22][CH2:23][N:24]=[C:17]1[C:16]1[CH:15]=[CH:14][C:13]([O:12][C:10]2[C:9]3[C:4](=[CH:5][CH:6]=[CH:7][CH:8]=3)[NH:3][C:2](=[O:1])[CH:11]=2)=[CH:20][CH:19]=1. The yield is 0.770.